Dataset: Full USPTO retrosynthesis dataset with 1.9M reactions from patents (1976-2016). Task: Predict the reactants needed to synthesize the given product. (1) Given the product [F:1][C:2]([F:34])([F:35])[C:3]([C:21]1[C:29]2[C:24](=[N:25][CH:26]=[CH:27][CH:28]=2)[N:23]([CH2:30][C:31]([NH:52][S:49]([CH3:48])(=[O:51])=[O:50])=[O:32])[CH:22]=1)([C:5]1[CH:6]=[C:7]2[C:11](=[CH:12][CH:13]=1)[N:10]([C:14]1[CH:15]=[CH:16][C:17]([F:20])=[CH:18][CH:19]=1)[N:9]=[CH:8]2)[OH:4], predict the reactants needed to synthesize it. The reactants are: [F:1][C:2]([F:35])([F:34])[C:3]([C:21]1[C:29]2[C:24](=[N:25][CH:26]=[CH:27][CH:28]=2)[N:23]([CH2:30][C:31](O)=[O:32])[CH:22]=1)([C:5]1[CH:6]=[C:7]2[C:11](=[CH:12][CH:13]=1)[N:10]([C:14]1[CH:19]=[CH:18][C:17]([F:20])=[CH:16][CH:15]=1)[N:9]=[CH:8]2)[OH:4].C1N=CN(C(N2C=NC=C2)=O)C=1.[CH3:48][S:49]([NH2:52])(=[O:51])=[O:50].[H-].[Na+]. (2) Given the product [Cl:1][C:2]1[CH:7]=[CH:6][C:5]([N:8]2[C:12]([C:13]3[CH:18]=[CH:17][C:16]([CH2:19][CH2:20][NH:21][C:38]([NH2:37])=[O:39])=[CH:15][CH:14]=3)=[CH:11][C:10]([C:22]([F:23])([F:25])[F:24])=[N:9]2)=[CH:4][CH:3]=1, predict the reactants needed to synthesize it. The reactants are: [Cl:1][C:2]1[CH:7]=[CH:6][C:5]([N:8]2[C:12]([C:13]3[CH:18]=[CH:17][C:16]([CH2:19][CH2:20][NH2:21])=[CH:15][CH:14]=3)=[CH:11][C:10]([C:22]([F:25])([F:24])[F:23])=[N:9]2)=[CH:4][CH:3]=1.C(N(CC)CC)C.C[Si]([N:37]=[C:38]=[O:39])(C)C. (3) Given the product [C:22]([C:24]1[CH:25]=[C:26]([CH:29]=[CH:30][CH:31]=1)[CH2:27][N:13]1[CH2:14][CH2:15][N:10]([C:7]2[CH:6]=[CH:5][C:4]([N+:1]([O-:3])=[O:2])=[CH:9][CH:8]=2)[CH2:11][CH2:12]1)#[N:23], predict the reactants needed to synthesize it. The reactants are: [N+:1]([C:4]1[CH:9]=[CH:8][C:7]([N:10]2[CH2:15][CH2:14][NH:13][CH2:12][CH2:11]2)=[CH:6][CH:5]=1)([O-:3])=[O:2].C(=O)([O-])[O-].[K+].[K+].[C:22]([C:24]1[CH:25]=[C:26]([CH:29]=[CH:30][CH:31]=1)[CH2:27]Br)#[N:23]. (4) Given the product [ClH:39].[F:1][C:2]1[C:7]([O:8][CH2:9][CH2:10][OH:11])=[CH:6][C:5]([O:12][CH3:13])=[CH:4][C:3]=1[CH:14]([NH:27][C:28]1[CH:29]=[CH:30][C:31]([C:32]([NH2:44])=[NH:33])=[CH:34][CH:35]=1)[C:15]1[NH:19][C:18](=[O:20])[N:17]([C:21]2[N:22]=[CH:23][CH:24]=[CH:25][N:26]=2)[N:16]=1, predict the reactants needed to synthesize it. The reactants are: [F:1][C:2]1[C:7]([O:8][CH2:9][CH2:10][OH:11])=[CH:6][C:5]([O:12][CH3:13])=[CH:4][C:3]=1[CH:14]([NH:27][C:28]1[CH:35]=[CH:34][C:31]([C:32]#[N:33])=[CH:30][CH:29]=1)[C:15]1[NH:19][C:18](=[O:20])[N:17]([C:21]2[N:26]=[CH:25][CH:24]=[CH:23][N:22]=2)[N:16]=1.C([Cl:39])(=O)C.[Cl-].[NH4+].C([N:44](CC)CC)C.Cl.